From a dataset of Reaction yield outcomes from USPTO patents with 853,638 reactions. Predict the reaction yield, written as a fraction of the theoretical maximum amount of product (1.0 means a 100% yield; for example, 0.34 means a 34% yield). (1) The reactants are [Br:1][C:2]1[CH:3]=[N:4][N:5]([CH3:16])[C:6]=1[C:7]1[CH:8]=[C:9]([C:13]([OH:15])=O)[O:10][C:11]=1[CH3:12].[NH2:17][C@@H:18]([CH2:31][C:32]1[CH:37]=[CH:36][CH:35]=[CH:34][C:33]=1[C:38]([F:41])([F:40])[F:39])[CH2:19][N:20]1[C:28](=[O:29])[C:27]2[C:22](=[CH:23][CH:24]=[CH:25][CH:26]=2)[C:21]1=[O:30].C(N(C(C)C)CC)(C)C.F[P-](F)(F)(F)(F)F.Br[P+](N1CCCC1)(N1CCCC1)N1CCCC1. The catalyst is C(Cl)Cl. The product is [Br:1][C:2]1[CH:3]=[N:4][N:5]([CH3:16])[C:6]=1[C:7]1[CH:8]=[C:9]([C:13]([NH:17][C@@H:18]([CH2:31][C:32]2[CH:37]=[CH:36][CH:35]=[CH:34][C:33]=2[C:38]([F:41])([F:39])[F:40])[CH2:19][N:20]2[C:28](=[O:29])[C:27]3[C:22](=[CH:23][CH:24]=[CH:25][CH:26]=3)[C:21]2=[O:30])=[O:15])[O:10][C:11]=1[CH3:12]. The yield is 0.460. (2) The reactants are C([O:4][C@H:5]1[CH2:22][CH2:21][C@@:20]2([CH3:23])[C@@H:7]([CH2:8][CH2:9][C@:10]3([CH3:49])[C@@H:19]2[CH2:18][CH2:17][C@H:16]2[C@@:11]3([CH3:48])[CH2:12][CH2:13][C@@:14]3([C:30]([NH:32][C@@H:33]4[CH2:36][C@H:35]([C:37]([NH:39][CH2:40][CH2:41][C:42]([O:44]C)=[O:43])=[O:38])[C:34]4([CH3:47])[CH3:46])=[O:31])[CH2:26][CH2:25][C@@H:24]([C:27]([CH3:29])=[CH2:28])[C@@H:15]32)[C:6]1([CH3:51])[CH3:50])(=O)C. The catalyst is CO.C1COCC1.[OH-].[Na+]. The product is [OH:4][C@H:5]1[CH2:22][CH2:21][C@@:20]2([CH3:23])[C@@H:7]([CH2:8][CH2:9][C@:10]3([CH3:49])[C@@H:19]2[CH2:18][CH2:17][C@H:16]2[C@@:11]3([CH3:48])[CH2:12][CH2:13][C@@:14]3([C:30]([NH:32][C@@H:33]4[CH2:36][C@H:35]([C:37]([NH:39][CH2:40][CH2:41][C:42]([OH:44])=[O:43])=[O:38])[C:34]4([CH3:47])[CH3:46])=[O:31])[CH2:26][CH2:25][C@@H:24]([C:27]([CH3:29])=[CH2:28])[C@@H:15]32)[C:6]1([CH3:51])[CH3:50]. The yield is 0.217.